From a dataset of Forward reaction prediction with 1.9M reactions from USPTO patents (1976-2016). Predict the product of the given reaction. (1) Given the reactants [F:1][C:2]1[CH:3]=[CH:4][C:5]2[CH:9]=[C:8]([C:10]([NH:12][C@H:13]([CH2:17][C:18]3[CH:23]=[CH:22][CH:21]=[CH:20][CH:19]=3)[C:14]([OH:16])=[O:15])=[O:11])[S:7][C:6]=2[CH:24]=1.C(OC(=O)[C@H](CC1C=CC=CC=1)N)(C)(C)C, predict the reaction product. The product is: [F:1][C:2]1[CH:3]=[CH:4][C:5]2[CH:9]=[C:8]([C:10]([NH:12][C@@H:13]([CH2:17][C:18]3[CH:23]=[CH:22][CH:21]=[CH:20][CH:19]=3)[C:14]([OH:16])=[O:15])=[O:11])[S:7][C:6]=2[CH:24]=1. (2) Given the reactants [NH:1]=[C:2]1[N:6]([C:7]2[CH:12]=[C:11]([CH3:13])[CH:10]=[CH:9][C:8]=2[CH:14]([CH3:16])[CH3:15])[C:5](=[O:17])[CH2:4][S:3]1.C(=O)([O-])[O-].[Cs+].[Cs+].Cl[C:25]([O:27][C:28]1[CH:33]=[CH:32][C:31]([N+:34]([O-:36])=[O:35])=[CH:30][CH:29]=1)=[O:26], predict the reaction product. The product is: [CH:14]([C:8]1[CH:9]=[CH:10][C:11]([CH3:13])=[CH:12][C:7]=1[N:6]1[C:5](=[O:17])[CH2:4][S:3]/[C:2]/1=[N:1]\[C:25](=[O:26])[O:27][C:28]1[CH:29]=[CH:30][C:31]([N+:34]([O-:36])=[O:35])=[CH:32][CH:33]=1)([CH3:15])[CH3:16]. (3) Given the reactants [F:1][C:2]1[C:7]([C:8]([C:10]2[C:18]3[C:17](O)=[N:16][CH:15]=[N:14][C:13]=3[NH:12][CH:11]=2)=[O:9])=[C:6]([F:20])[CH:5]=[CH:4][C:3]=1[NH:21][S:22]([C:25]1[CH:30]=[CH:29][C:28]([CH2:31][CH2:32][CH3:33])=[CH:27][CH:26]=1)(=[O:24])=[O:23].P(Cl)(Cl)([Cl:36])=O, predict the reaction product. The product is: [Cl:36][C:17]1[C:18]2[C:10]([C:8]([C:7]3[C:2]([F:1])=[C:3]([NH:21][S:22]([C:25]4[CH:30]=[CH:29][C:28]([CH2:31][CH2:32][CH3:33])=[CH:27][CH:26]=4)(=[O:24])=[O:23])[CH:4]=[CH:5][C:6]=3[F:20])=[O:9])=[CH:11][NH:12][C:13]=2[N:14]=[CH:15][N:16]=1. (4) Given the reactants C[O:2][C:3]([C:5]1[C:13]2[C:8](=[C:9]([O:14][CH2:15][CH2:16][O:17][CH3:18])[N:10]=[CH:11][CH:12]=2)[N:7]([CH2:19][CH2:20][O:21][CH3:22])[CH:6]=1)=[O:4].[OH-].[Na+].Cl, predict the reaction product. The product is: [CH3:18][O:17][CH2:16][CH2:15][O:14][C:9]1[N:10]=[CH:11][CH:12]=[C:13]2[C:5]([C:3]([OH:4])=[O:2])=[CH:6][N:7]([CH2:19][CH2:20][O:21][CH3:22])[C:8]=12. (5) The product is: [CH2:22]([C:2]1[S:1][CH:5]=[CH:4][CH:3]=1)[CH2:21][CH2:20][CH2:19][CH2:18][CH2:17][CH2:16][CH2:15][CH2:14][CH2:13][CH2:12][CH3:11]. Given the reactants [S:1]1[CH:5]=[CH:4][CH:3]=[CH:2]1.[Li]CCCC.[CH2:11](Br)[CH2:12][CH2:13][CH2:14][CH2:15][CH2:16][CH2:17][CH2:18][CH2:19][CH2:20][CH2:21][CH3:22], predict the reaction product. (6) Given the reactants [CH3:1][C:2]([CH3:13])([C:7](=O)[C:8](OC)=[O:9])[C:3]([O:5][CH3:6])=[O:4].[F:14][C:15]1[CH:34]=[CH:33][CH:32]=[CH:31][C:16]=1[CH2:17][N:18]1[C:22]2=[N:23][CH:24]=[N:25][CH:26]=[C:21]2[C:20]([C:27](=[NH:30])[NH:28][NH2:29])=[N:19]1, predict the reaction product. The product is: [F:14][C:15]1[CH:34]=[CH:33][CH:32]=[CH:31][C:16]=1[CH2:17][N:18]1[C:22]2=[N:23][CH:24]=[N:25][CH:26]=[C:21]2[C:20]([C:27]2[N:28]=[N:29][C:7]([C:2]([CH3:13])([CH3:1])[C:3]([O:5][CH3:6])=[O:4])=[C:8]([OH:9])[N:30]=2)=[N:19]1. (7) Given the reactants [F:1][C:2]1[C:10]([O:11][CH2:12][CH2:13][O:14][CH3:15])=[C:9]2[C:5]([CH:6]=[C:7]([C:16]([NH2:18])=O)[NH:8]2)=[CH:4][C:3]=1[O:19][C:20]1[CH:21]=[N:22][C:23]([S:26]([CH3:29])(=[O:28])=[O:27])=[CH:24][CH:25]=1.COC1C=CC(P2(SP(C3C=CC(OC)=CC=3)(=S)S2)=[S:39])=CC=1, predict the reaction product. The product is: [F:1][C:2]1[C:10]([O:11][CH2:12][CH2:13][O:14][CH3:15])=[C:9]2[C:5]([CH:6]=[C:7]([C:16](=[S:39])[NH2:18])[NH:8]2)=[CH:4][C:3]=1[O:19][C:20]1[CH:21]=[N:22][C:23]([S:26]([CH3:29])(=[O:28])=[O:27])=[CH:24][CH:25]=1. (8) Given the reactants [CH:1]1([CH:4]([OH:16])[CH2:5][NH:6][C:7]([C:9]2[N:10]=[N:11][C:12](Cl)=[CH:13][CH:14]=2)=[O:8])[CH2:3][CH2:2]1.N12CCCN=C1CCCCC2.[N:28]1([C:34]([C:36]2[CH:41]=[CH:40][CH:39]=[CH:38][C:37]=2[C:42]([F:45])([F:44])[F:43])=[O:35])[CH2:33][CH2:32][NH:31][CH2:30][CH2:29]1.O, predict the reaction product. The product is: [CH:1]1([CH:4]([OH:16])[CH2:5][NH:6][C:7]([C:9]2[N:10]=[N:11][C:12]([N:31]3[CH2:32][CH2:33][N:28]([C:34](=[O:35])[C:36]4[CH:41]=[CH:40][CH:39]=[CH:38][C:37]=4[C:42]([F:45])([F:43])[F:44])[CH2:29][CH2:30]3)=[CH:13][CH:14]=2)=[O:8])[CH2:3][CH2:2]1.